This data is from Reaction yield outcomes from USPTO patents with 853,638 reactions. The task is: Predict the reaction yield, written as a fraction of the theoretical maximum amount of product (1.0 means a 100% yield; for example, 0.34 means a 34% yield). (1) The reactants are [Cl:1][C:2]1[C:7]([CH:8]=O)=[CH:6][N:5]=[C:4]2[N:10]([Si](C(C)C)(C(C)C)C(C)C)[CH:11]=[CH:12][C:3]=12.C([O-])([O-])=[O:24].[K+].[K+].[O:29]1[CH2:34][CH2:33]O[CH2:31][CH2:30]1. The catalyst is CCOC(C)=O. The product is [Cl:1][C:2]1[C:7](/[CH:8]=[CH:31]/[C:30]([O:29][CH2:34][CH3:33])=[O:24])=[CH:6][N:5]=[C:4]2[NH:10][CH:11]=[CH:12][C:3]=12. The yield is 0.500. (2) The product is [OH:28][C:29]1[CH:30]=[C:31]([NH:39][C:40]2[N:45]=[C:44]([NH:46][C:47]3[CH:52]=[CH:51][C:50]([C:53]([OH:55])=[O:54])=[C:49]([OH:57])[CH:48]=3)[C:43]([F:58])=[CH:42][N:41]=2)[CH:32]=[CH:33][C:34]=1[C:35]([OH:37])=[O:36]. The yield is 0.770. The reactants are C(C1C=C(NC2N=C(NC3C=CC=C(C(O)=O)C=3)C(F)=CN=2)C=CC=1)(O)=O.[OH:28][C:29]1[CH:30]=[C:31]([NH:39][C:40]2[N:45]=[C:44]([NH:46][C:47]3[CH:52]=[CH:51][C:50]([C:53]([O:55]C)=[O:54])=[C:49]([OH:57])[CH:48]=3)[C:43]([F:58])=[CH:42][N:41]=2)[CH:32]=[CH:33][C:34]=1[C:35]([O:37]C)=[O:36].[OH-].[Na+]. No catalyst specified. (3) The reactants are [C:1]1([OH:21])[C:2]([C:11]2[CH:20]=[CH:19][C:18]3[CH2:17][CH2:16][CH2:15][CH2:14][C:13]=3[CH:12]=2)=[CH:3][CH:4]=[C:5]2[C:10]=1[CH2:9][CH2:8][CH2:7][CH2:6]2.CS(O[CH:27]([CH3:29])[CH3:28])(=O)=O. The catalyst is [O-]S(C(F)(F)F)(=O)=O.[Sc+3].[O-]S(C(F)(F)F)(=O)=O.[O-]S(C(F)(F)F)(=O)=O.C(Cl)(Cl)(Cl)Cl. The product is [CH:27]([C:3]1[CH:4]=[C:5]2[C:10]([CH2:9][CH2:8][CH2:7][CH2:6]2)=[C:1]([OH:21])[C:2]=1[C:11]1[CH:20]=[CH:19][C:18]2[CH2:17][CH2:16][CH2:15][CH2:14][C:13]=2[CH:12]=1)([CH3:29])[CH3:28]. The yield is 0.780. (4) The reactants are C[N:2](C)[CH:3]=[CH:4][C:5]([C:7]1[C:12](=[O:13])[CH:11]=[CH:10][N:9]([C:14]2[CH:19]=[CH:18][CH:17]=[C:16]([C:20]([F:23])([F:22])[F:21])[CH:15]=2)[N:8]=1)=O.Cl.[F:26][C:27]1[CH:32]=[CH:31][C:30]([NH:33]N)=[CH:29][CH:28]=1.CCN(CC)CC. The catalyst is C(O)C. The product is [F:26][C:27]1[CH:32]=[CH:31][C:30]([N:33]2[C:5]([C:7]3[C:12](=[O:13])[CH:11]=[CH:10][N:9]([C:14]4[CH:19]=[CH:18][CH:17]=[C:16]([C:20]([F:23])([F:22])[F:21])[CH:15]=4)[N:8]=3)=[CH:4][CH:3]=[N:2]2)=[CH:29][CH:28]=1. The yield is 0.300. (5) The reactants are C([NH:4][C:5]([NH2:7])=[NH:6])(=O)C.Br[CH2:9][C:10](=O)[CH2:11][CH2:12][C:13]1[CH:18]=[CH:17][CH:16]=[CH:15][CH:14]=1. The catalyst is CN(C)C=O. The product is [CH2:11]([C:10]1[NH:6][C:5]([NH2:7])=[N:4][CH:9]=1)[CH2:12][C:13]1[CH:18]=[CH:17][CH:16]=[CH:15][CH:14]=1. The yield is 0.0500.